Predict the product of the given reaction. From a dataset of Forward reaction prediction with 1.9M reactions from USPTO patents (1976-2016). The product is: [C:14]1(=[O:16])[NH:15][C:11](=[O:17])[CH2:12][CH2:13]1.[C:1]([O:6][CH2:7][CH:8]1[O:10][CH2:9]1)(=[O:5])[C:2]([CH3:4])=[CH2:3]. Given the reactants [C:1]([O:6][CH2:7][CH:8]1[O:10][CH2:9]1)(=[O:5])[C:2]([CH3:4])=[CH2:3].[C:11]1(=[O:17])[NH:15][C:14](=[O:16])[CH2:13][CH2:12]1.[Cl-].C(CCN(CC)CC)C1C=CC=CC=1.C1(=O)CCCCC1, predict the reaction product.